This data is from Catalyst prediction with 721,799 reactions and 888 catalyst types from USPTO. The task is: Predict which catalyst facilitates the given reaction. (1) Reactant: [OH:1][C@@H:2]1[CH2:5][C@H:4]([C:6]([O:8][CH2:9][C:10]2[CH:15]=[CH:14][CH:13]=[CH:12][CH:11]=2)=[O:7])[CH2:3]1.N1C=CC=CC=1.[C:22]1([CH3:32])[CH:27]=[CH:26][C:25]([S:28](Cl)(=[O:30])=[O:29])=[CH:24][CH:23]=1. The catalyst class is: 4. Product: [S:28]([O:1][C@@H:2]1[CH2:5][C@H:4]([C:6]([O:8][CH2:9][C:10]2[CH:15]=[CH:14][CH:13]=[CH:12][CH:11]=2)=[O:7])[CH2:3]1)([C:25]1[CH:26]=[CH:27][C:22]([CH3:32])=[CH:23][CH:24]=1)(=[O:30])=[O:29]. (2) Reactant: [CH3:1][C:2]1[C:7]([NH:8][C:9]([C:11]2[S:15][C:14]([NH:16][C:17]3[CH:18]=[C:19]([N:24]4[CH2:29][CH2:28][N:27]([CH2:30][CH2:31][OH:32])[CH2:26][CH2:25]4)[N:20]=[C:21]([CH3:23])[N:22]=3)=[N:13][CH:12]=2)=[O:10])=[C:6]([Cl:33])[CH:5]=[CH:4][CH:3]=1.C([O-])(C)C. Product: [CH3:1][C:2]1[C:7]([NH:8][C:9]([C:11]2[S:15][C:14]([NH:16][C:17]3[CH:18]=[C:19]([N:24]4[CH2:29][CH2:28][N:27]([CH2:30][CH2:31][OH:32])[CH2:26][CH2:25]4)[N:20]=[C:21]([CH3:23])[N:22]=3)=[N:13][CH:12]=2)=[O:10])=[C:6]([Cl:33])[CH:5]=[CH:4][CH:3]=1. The catalyst class is: 252. (3) Reactant: [Br:1][C:2]1[CH:10]=[CH:9][C:5]([CH2:6][CH2:7][NH2:8])=[CH:4][CH:3]=1.[CH2:11]1[CH2:17][S:14](=[O:16])(=[O:15])[O:13][CH2:12]1.CC(=O)OCC. Product: [Br:1][C:2]1[CH:10]=[CH:9][C:5]([CH2:6][CH2:7][NH:8][CH2:12][CH2:11][CH2:17][S:14]([OH:16])(=[O:15])=[O:13])=[CH:4][CH:3]=1. The catalyst class is: 10. (4) Reactant: [O:1]1[CH:5]=[CH:4][CH:3]=[C:2]1[C:6]1[CH:21]=[C:9]2[N:10]=[C:11]([N:15]3[CH2:20][CH2:19][NH:18][CH2:17][CH2:16]3)[N:12]=[C:13]([NH2:14])[N:8]2[N:7]=1.[Cl:22][C:23]1[C:32]([CH:33]=O)=[CH:31][C:30]2[C:25](=[CH:26][CH:27]=[C:28]([CH3:35])[CH:29]=2)[N:24]=1.C(O[BH-](OC(=O)C)OC(=O)C)(=O)C.[Na+]. Product: [Cl:22][C:23]1[C:32]([CH2:33][N:18]2[CH2:17][CH2:16][N:15]([C:11]3[N:12]=[C:13]([NH2:14])[N:8]4[N:7]=[C:6]([C:2]5[O:1][CH:5]=[CH:4][CH:3]=5)[CH:21]=[C:9]4[N:10]=3)[CH2:20][CH2:19]2)=[CH:31][C:30]2[C:25](=[CH:26][CH:27]=[C:28]([CH3:35])[CH:29]=2)[N:24]=1. The catalyst class is: 322. (5) Reactant: [CH3:1][N:2]1[C:14]2[CH2:13][CH2:12][CH2:11][C:10](=[O:15])[C:9]=2[C:8]2[C:3]1=[CH:4][CH:5]=[CH:6][CH:7]=2.[CH3:16][C:17]1[NH:18][CH:19]=[CH:20][N:21]=1.[CH3:22]N(CN(C)C)C.Cl[Si](C)(C)C. Product: [CH3:1][N:2]1[C:14]2[CH2:13][CH2:12][CH:11]([CH2:22][N:18]3[CH:19]=[CH:20][N:21]=[C:17]3[CH3:16])[C:10](=[O:15])[C:9]=2[C:8]2[C:3]1=[CH:4][CH:5]=[CH:6][CH:7]=2. The catalyst class is: 35.